From a dataset of hERG Central: cardiac toxicity at 1µM, 10µM, and general inhibition. Predict hERG channel inhibition at various concentrations. (1) The drug is COc1ccc(C2C(C#N)=C(N)OC3=C2C(=O)CC(C)(C)C3)cc1Cn1nc(C)c([N+](=O)[O-])c1C. Results: hERG_inhib (hERG inhibition (general)): blocker. (2) The molecule is CN(C)CCCN(C(=O)COc1ccccc1)c1nc2ccc(Cl)cc2s1.Cl. Results: hERG_inhib (hERG inhibition (general)): blocker.